The task is: Predict which catalyst facilitates the given reaction.. This data is from Catalyst prediction with 721,799 reactions and 888 catalyst types from USPTO. (1) Reactant: C([O:8][N:9]1[C:15](=[O:16])[N:14]2[CH2:17][C@H:10]1[CH2:11][CH2:12][C@H:13]2[C:18]([NH:20][O:21][CH:22]1[CH2:27][CH2:26][CH2:25][CH2:24][CH2:23]1)=[O:19])C1C=CC=CC=1.[H][H]. Product: [CH:22]1([O:21][NH:20][C:18]([C@@H:13]2[CH2:12][CH2:11][C@@H:10]3[CH2:17][N:14]2[C:15](=[O:16])[N:9]3[OH:8])=[O:19])[CH2:27][CH2:26][CH2:25][CH2:24][CH2:23]1. The catalyst class is: 19. (2) Reactant: C([O:8][CH2:9][CH:10]1[O:14][C:13](=[O:15])[N:12]([C:16]2[CH:21]=[CH:20][CH:19]=[CH:18][CH:17]=2)[CH2:11]1)C1C=CC=CC=1. Product: [OH:8][CH2:9][CH:10]1[O:14][C:13](=[O:15])[N:12]([C:16]2[CH:17]=[CH:18][CH:19]=[CH:20][CH:21]=2)[CH2:11]1. The catalyst class is: 261.